Dataset: M1 muscarinic receptor antagonist screen with 61,756 compounds. Task: Binary Classification. Given a drug SMILES string, predict its activity (active/inactive) in a high-throughput screening assay against a specified biological target. The molecule is Clc1cc(N2CCN(CC2)C(=O)Cn2c(=O)c3c(cc2)cccc3)ccc1. The result is 0 (inactive).